Dataset: Catalyst prediction with 721,799 reactions and 888 catalyst types from USPTO. Task: Predict which catalyst facilitates the given reaction. Reactant: [C:1]([NH:5][C:6]1[CH:11]=[C:10]([C:12]2[CH:17]=[CH:16][CH:15]=[CH:14][CH:13]=2)[N:9]=[C:8]([NH:18][C:19]2[CH:24]=[CH:23][C:22]([C:25]3([C:29]([OH:31])=O)[CH2:28][CH2:27][CH2:26]3)=[CH:21][CH:20]=2)[N:7]=1)([CH3:4])([CH3:3])[CH3:2].C1C=[C:36]2[N:38]=NN(O)[C:35]2=CC=1.O.Cl.C(N)C.CCN=C=NCCCN(C)C.CN1CCOCC1. The catalyst class is: 317. Product: [CH2:36]([NH:38][C:29]([C:25]1([C:22]2[CH:21]=[CH:20][C:19]([NH:18][C:8]3[N:7]=[C:6]([NH:5][C:1]([CH3:4])([CH3:2])[CH3:3])[CH:11]=[C:10]([C:12]4[CH:13]=[CH:14][CH:15]=[CH:16][CH:17]=4)[N:9]=3)=[CH:24][CH:23]=2)[CH2:28][CH2:27][CH2:26]1)=[O:31])[CH3:35].